This data is from Forward reaction prediction with 1.9M reactions from USPTO patents (1976-2016). The task is: Predict the product of the given reaction. (1) The product is: [NH2:24][C:22]1[C:23]2[C:15]([C:3]3[CH:4]=[CH:5][C:6]([O:8][C:9]4[CH:10]=[CH:11][CH:12]=[CH:13][CH:14]=4)=[CH:7][C:2]=3[F:1])=[CH:16][N:17]([CH2:25][CH:26]3[CH2:30][CH2:29][CH2:28][N:27]3[C:34]([C:33](=[CH:37][CH:38]3[CH2:40][CH2:39]3)[C:31]#[N:32])=[O:35])[C:18]=2[N:19]=[CH:20][N:21]=1. Given the reactants [F:1][C:2]1[CH:7]=[C:6]([O:8][C:9]2[CH:14]=[CH:13][CH:12]=[CH:11][CH:10]=2)[CH:5]=[CH:4][C:3]=1[C:15]1[C:23]2[C:22]([NH2:24])=[N:21][CH:20]=[N:19][C:18]=2[N:17]([CH2:25][CH:26]2[CH2:30][CH2:29][CH2:28][NH:27]2)[CH:16]=1.[C:31]([C:33](=[CH:37][CH:38]1[CH2:40][CH2:39]1)[C:34](O)=[O:35])#[N:32].CCN(C(C)C)C(C)C.CN(C(ON1N=NC2C=CC=NC1=2)=[N+](C)C)C.F[P-](F)(F)(F)(F)F, predict the reaction product. (2) Given the reactants Cl.C([N:4]1[CH2:9][CH2:8][N:7]([C:10]([NH:13][NH2:14])=[N:11][CH3:12])[CH2:6][CH2:5]1)=O, predict the reaction product. The product is: [NH:13]([C:10](=[N:11][CH3:12])[N:7]1[CH2:6][CH2:5][NH:4][CH2:9][CH2:8]1)[NH2:14]. (3) Given the reactants [CH3:1][C:2]1[N:3]([CH2:21][C:22]([O:24][CH2:25][CH3:26])=[O:23])[C:4]2[CH2:5][C:6]([CH3:20])([CH3:19])[CH2:7][C:8](=[O:18])[C:9]=2[C:10]=1[S:11][C:12]1[CH:17]=[CH:16][CH:15]=[CH:14][CH:13]=1.[Cl:27][S:28](O)(=[O:30])=[O:29].C(OCC)(=O)C, predict the reaction product. The product is: [Cl:27][S:28]([C:15]1[CH:14]=[CH:13][C:12]([S:11][C:10]2[C:9]3[C:8](=[O:18])[CH2:7][C:6]([CH3:20])([CH3:19])[CH2:5][C:4]=3[N:3]([CH2:21][C:22]([O:24][CH2:25][CH3:26])=[O:23])[C:2]=2[CH3:1])=[CH:17][CH:16]=1)(=[O:30])=[O:29].